From a dataset of Reaction yield outcomes from USPTO patents with 853,638 reactions. Predict the reaction yield, written as a fraction of the theoretical maximum amount of product (1.0 means a 100% yield; for example, 0.34 means a 34% yield). The reactants are [F:1][C:2]1[CH:7]=[CH:6][C:5]([F:8])=[CH:4][C:3]=1[C@H:9]1[CH2:13][CH2:12][CH2:11][N:10]1[C:14]1[CH:19]=[CH:18][N:17]2[N:20]=[CH:21][C:22]([N+:23]([O-])=O)=[C:16]2[N:15]=1.CO.C(Cl)Cl.[NH4+].[Cl-]. The catalyst is C(Cl)Cl.[Zn]. The product is [F:1][C:2]1[CH:7]=[CH:6][C:5]([F:8])=[CH:4][C:3]=1[C@H:9]1[CH2:13][CH2:12][CH2:11][N:10]1[C:14]1[CH:19]=[CH:18][N:17]2[N:20]=[CH:21][C:22]([NH2:23])=[C:16]2[N:15]=1. The yield is 0.990.